This data is from Forward reaction prediction with 1.9M reactions from USPTO patents (1976-2016). The task is: Predict the product of the given reaction. (1) Given the reactants BrC1C=CC(O)=C([C:8]2[CH:17]=[CH:16][C:15]3[C:10](=[CH:11][CH:12]=[C:13]([C:18]4[N:22]([CH:23]5[CH2:28][CH2:27][CH2:26][CH2:25][CH2:24]5)[C:21]5[CH:29]=[CH:30][C:31]([C:33]([OH:35])=[O:34])=[CH:32][C:20]=5[N:19]=4)[CH:14]=3)[N:9]=2)C=1.[CH3:37][C:38]1[C:42](C(=O)C)=[C:41]([CH3:46])[N:40]([C:47]2[CH:52]=[CH:51][CH:50]=[CH:49][CH:48]=2)[N:39]=1.[OH-].[K+], predict the reaction product. The product is: [CH:23]1([N:22]2[C:21]3[CH:29]=[CH:30][C:31]([C:33]([OH:35])=[O:34])=[CH:32][C:20]=3[N:19]=[C:18]2[C:13]2[CH:14]=[C:15]3[C:10](=[CH:11][CH:12]=2)[N:9]=[C:8]([C:42]2[C:38]([CH3:37])=[N:39][N:40]([C:47]4[CH:48]=[CH:49][CH:50]=[CH:51][CH:52]=4)[C:41]=2[CH3:46])[CH:17]=[CH:16]3)[CH2:24][CH2:25][CH2:26][CH2:27][CH2:28]1. (2) Given the reactants [Cl:1][C:2]1[CH:8]=[CH:7][C:5]([NH2:6])=[C:4]([I:9])[CH:3]=1.[CH:10]([NH:12][NH:13][CH:14]=O)=O.Cl[Si](C)(C)C, predict the reaction product. The product is: [Cl:1][C:2]1[CH:8]=[CH:7][C:5]([N:6]2[CH:14]=[N:13][N:12]=[CH:10]2)=[C:4]([I:9])[CH:3]=1. (3) Given the reactants [CH3:1][C@H:2]([OH:5])[C:3]#[CH:4].Br[C:7]#[C:8][C:9]1[CH:17]=[CH:16][C:12]([C:13]([OH:15])=[O:14])=[CH:11][CH:10]=1, predict the reaction product. The product is: [OH:5][C@@H:2]([CH3:1])[C:3]#[C:4][C:7]#[C:8][C:9]1[CH:17]=[CH:16][C:12]([C:13]([OH:15])=[O:14])=[CH:11][CH:10]=1. (4) Given the reactants C(Cl)Cl.[C:4]([O:12][CH:13]1[CH2:18][CH2:17][C:16](=[O:19])[CH2:15][CH2:14]1)(=O)[C:5]1[CH:10]=[CH:9][CH:8]=[CH:7][CH:6]=1.C(N(CC)C(C)C)(C)C.FC(F)(F)S(O[Si:35]([C:38]([CH3:41])([CH3:40])[CH3:39])([CH3:37])[CH3:36])(=O)=O, predict the reaction product. The product is: [CH2:4]([O:12][CH:13]1[CH2:18][CH2:17][C:16]([O:19][Si:35]([C:38]([CH3:41])([CH3:40])[CH3:39])([CH3:37])[CH3:36])=[CH:15][CH2:14]1)[C:5]1[CH:10]=[CH:9][CH:8]=[CH:7][CH:6]=1. (5) Given the reactants FC(F)(F)C(OC(=O)C(F)(F)F)=[O:4].[CH:14]1([O:19][C:20]2[C:21]([O:40][CH3:41])=[CH:22][CH:23]=[C:24]3[C:29]=2[O:28][C:27](=[O:30])[CH:26]=[C:25]3[NH:31][C:32]2[C:37]([Cl:38])=[CH:36][N:35]=[CH:34][C:33]=2[Cl:39])[CH2:18][CH2:17][CH2:16][CH2:15]1.NC(N)=O.OO.[O-]S([O-])(=S)=O.[Na+].[Na+], predict the reaction product. The product is: [CH:14]1([O:19][C:20]2[C:21]([O:40][CH3:41])=[CH:22][CH:23]=[C:24]3[C:29]=2[O:28][C:27](=[O:30])[C:26]([OH:4])=[C:25]3[NH:31][C:32]2[C:37]([Cl:38])=[CH:36][N:35]=[CH:34][C:33]=2[Cl:39])[CH2:15][CH2:16][CH2:17][CH2:18]1. (6) Given the reactants C(OC(=O)[NH:7][CH2:8][CH2:9][NH2:10])(C)(C)C.CCN(C(C)C)C(C)C.[Br:21][C:22]1[CH:27]=[CH:26][CH:25]=[CH:24][C:23]=1[S:28](Cl)(=[O:30])=[O:29], predict the reaction product. The product is: [NH2:10][CH2:9][CH2:8][NH:7][S:28]([C:23]1[CH:24]=[CH:25][CH:26]=[CH:27][C:22]=1[Br:21])(=[O:30])=[O:29]. (7) The product is: [Cl:13][C:14]1[CH:19]=[CH:18][CH:17]=[CH:16][C:15]=1[CH2:20][O:21][C:22]1[C:27]([O:28][CH2:29][C:30]2[CH:35]=[CH:34][CH:33]=[CH:32][C:31]=2[Cl:36])=[CH:26][CH:25]=[CH:24][C:23]=1[CH2:11][C:10]1[CH:3]=[CH:1][CH:2]=[CH:8][C:9]=1[CH:48]([CH2:41][OH:42])[C:46]([OH:45])=[O:47]. Given the reactants [CH:1](NC(C)C)([CH3:3])[CH3:2].[CH2:8]([Li])[CH2:9][CH2:10][CH3:11].[Cl:13][C:14]1[CH:19]=[CH:18][CH:17]=[CH:16][C:15]=1[CH2:20][O:21][C:22]1[C:27]([O:28][CH2:29][C:30]2[CH:35]=[CH:34][CH:33]=[CH:32][C:31]=2[Cl:36])=[CH:26][CH:25]=[CH:24][C:23]=1CC(O)=O.[CH2:41]=[O:42].CC[O:45][C:46]([CH3:48])=[O:47], predict the reaction product.